This data is from NCI-60 drug combinations with 297,098 pairs across 59 cell lines. The task is: Regression. Given two drug SMILES strings and cell line genomic features, predict the synergy score measuring deviation from expected non-interaction effect. Drug 1: CC(CN1CC(=O)NC(=O)C1)N2CC(=O)NC(=O)C2. Drug 2: C1C(C(OC1N2C=C(C(=O)NC2=O)F)CO)O. Cell line: MALME-3M. Synergy scores: CSS=14.2, Synergy_ZIP=-6.48, Synergy_Bliss=-1.80, Synergy_Loewe=0.0163, Synergy_HSA=0.201.